This data is from hERG Central: cardiac toxicity at 1µM, 10µM, and general inhibition. The task is: Predict hERG channel inhibition at various concentrations. (1) The drug is Cc1ccc(S(=O)(=O)N2CCCC(CCC(=O)NCc3ccccc3F)C2)s1. Results: hERG_inhib (hERG inhibition (general)): blocker. (2) The compound is CCOc1ccc(C(c2nnnn2Cc2ccccc2)N2CCN(C(=O)c3ccco3)CC2)cc1.Cl. Results: hERG_inhib (hERG inhibition (general)): blocker. (3) The drug is CC(=O)N(Cc1cccnc1)c1cccc(-c2nc3ccccc3s2)c1. Results: hERG_inhib (hERG inhibition (general)): blocker. (4) The drug is O=C(CN1CCCCC1)NNc1nc(-c2ccccc2)c2cc(Cl)ccc2n1. Results: hERG_inhib (hERG inhibition (general)): blocker.